Dataset: Peptide-MHC class I binding affinity with 185,985 pairs from IEDB/IMGT. Task: Regression. Given a peptide amino acid sequence and an MHC pseudo amino acid sequence, predict their binding affinity value. This is MHC class I binding data. The peptide sequence is SQAKKPEVRI. The MHC is HLA-A29:02 with pseudo-sequence HLA-A29:02. The binding affinity (normalized) is 0.